Dataset: Catalyst prediction with 721,799 reactions and 888 catalyst types from USPTO. Task: Predict which catalyst facilitates the given reaction. (1) Reactant: Br[C:2]1[CH:7]=[CH:6][C:5]([C:8]2[S:9][CH:10]=[CH:11][C:12]=2[NH:13][S:14]([CH:17]([CH3:19])[CH3:18])(=[O:16])=[O:15])=[CH:4][CH:3]=1.[C:20]1(B(O)O)[CH:25]=[CH:24][CH:23]=[CH:22][CH:21]=1.C([O-])([O-])=O.[Na+].[Na+].O. Product: [C:2]1([C:20]2[CH:25]=[CH:24][CH:23]=[CH:22][CH:21]=2)[CH:7]=[CH:6][C:5]([C:8]2[S:9][CH:10]=[CH:11][C:12]=2[NH:13][S:14]([CH:17]([CH3:19])[CH3:18])(=[O:16])=[O:15])=[CH:4][CH:3]=1. The catalyst class is: 73. (2) Reactant: [Br:1][C:2]1[CH:3]=[C:4]2[C:8](=[CH:9][CH:10]=1)[NH:7][C:6](=[O:11])[C:5]2=[O:12].[F:13][C:14]1[CH:19]=[CH:18][C:17]([Mg]Br)=[CH:16][CH:15]=1. Product: [Br:1][C:2]1[CH:3]=[C:4]2[C:8](=[CH:9][CH:10]=1)[NH:7][C:6](=[O:11])[C:5]2([C:17]1[CH:18]=[CH:19][C:14]([F:13])=[CH:15][CH:16]=1)[OH:12]. The catalyst class is: 49.